Dataset: NCI-60 drug combinations with 297,098 pairs across 59 cell lines. Task: Regression. Given two drug SMILES strings and cell line genomic features, predict the synergy score measuring deviation from expected non-interaction effect. (1) Drug 1: C1CCC(C1)C(CC#N)N2C=C(C=N2)C3=C4C=CNC4=NC=N3. Drug 2: CCC1=C2CN3C(=CC4=C(C3=O)COC(=O)C4(CC)O)C2=NC5=C1C=C(C=C5)O. Cell line: SR. Synergy scores: CSS=80.5, Synergy_ZIP=2.92, Synergy_Bliss=2.96, Synergy_Loewe=-0.516, Synergy_HSA=3.27. (2) Drug 1: C1=CC(=CC=C1CCC2=CNC3=C2C(=O)NC(=N3)N)C(=O)NC(CCC(=O)O)C(=O)O. Drug 2: C1=NC2=C(N1)C(=S)N=CN2. Cell line: MDA-MB-231. Synergy scores: CSS=7.69, Synergy_ZIP=-13.2, Synergy_Bliss=-21.9, Synergy_Loewe=-26.7, Synergy_HSA=-19.9. (3) Drug 1: CC1OCC2C(O1)C(C(C(O2)OC3C4COC(=O)C4C(C5=CC6=C(C=C35)OCO6)C7=CC(=C(C(=C7)OC)O)OC)O)O. Drug 2: C1CCC(C(C1)N)N.C(=O)(C(=O)[O-])[O-].[Pt+4]. Cell line: OVCAR-4. Synergy scores: CSS=8.43, Synergy_ZIP=-2.85, Synergy_Bliss=-1.35, Synergy_Loewe=-9.90, Synergy_HSA=1.19.